From a dataset of CYP1A2 inhibition data for predicting drug metabolism from PubChem BioAssay. Regression/Classification. Given a drug SMILES string, predict its absorption, distribution, metabolism, or excretion properties. Task type varies by dataset: regression for continuous measurements (e.g., permeability, clearance, half-life) or binary classification for categorical outcomes (e.g., BBB penetration, CYP inhibition). Dataset: cyp1a2_veith. The result is 0 (non-inhibitor). The molecule is COc1ccc(CN2CCN(C(=O)CC(C)C)CC2)c(OC)c1OC.